From a dataset of Peptide-MHC class II binding affinity with 134,281 pairs from IEDB. Regression. Given a peptide amino acid sequence and an MHC pseudo amino acid sequence, predict their binding affinity value. This is MHC class II binding data. (1) The peptide sequence is ASAAALAGDAAGAWR. The MHC is DRB1_0301 with pseudo-sequence DRB1_0301. The binding affinity (normalized) is 0.341. (2) The peptide sequence is EEFFLDLFNRDKNEA. The MHC is DRB1_0101 with pseudo-sequence DRB1_0101. The binding affinity (normalized) is 0.743. (3) The peptide sequence is YRQIRSGERFLKIWS. The MHC is HLA-DPA10103-DPB10401 with pseudo-sequence HLA-DPA10103-DPB10401. The binding affinity (normalized) is 0.979. (4) The peptide sequence is PEEFAVVDLSKMRAV. The MHC is HLA-DQA10104-DQB10503 with pseudo-sequence HLA-DQA10104-DQB10503. The binding affinity (normalized) is 0.347. (5) The peptide sequence is ILQITQYLDFLLL. The MHC is DRB5_0101 with pseudo-sequence DRB5_0101. The binding affinity (normalized) is 0.243. (6) The peptide sequence is AFKVAATAANAPPAN. The MHC is HLA-DPA10103-DPB10301 with pseudo-sequence HLA-DPA10103-DPB10301. The binding affinity (normalized) is 0.589. (7) The peptide sequence is EWATPFPHRKGVLFN. The MHC is HLA-DQA10102-DQB10602 with pseudo-sequence HLA-DQA10102-DQB10602. The binding affinity (normalized) is 0.0827. (8) The peptide sequence is GWIISNIFGAIPVLG. The MHC is HLA-DQA10301-DQB10302 with pseudo-sequence HLA-DQA10301-DQB10302. The binding affinity (normalized) is 0.213.